Task: Predict the reactants needed to synthesize the given product.. Dataset: Full USPTO retrosynthesis dataset with 1.9M reactions from patents (1976-2016) (1) Given the product [N:1]1[CH:6]=[CH:5][CH:4]=[CH:3][C:2]=1[C:7]1[N:8]=[C:9]([NH:17][C:18]2[N:19]=[CH:20][CH:21]=[CH:22][N:23]=2)[S:10][C:11]=1[C:12]([OH:14])=[O:13], predict the reactants needed to synthesize it. The reactants are: [N:1]1[CH:6]=[CH:5][CH:4]=[CH:3][C:2]=1[C:7]1[N:8]=[C:9]([NH:17][C:18]2[N:23]=[CH:22][CH:21]=[CH:20][N:19]=2)[S:10][C:11]=1[C:12]([O:14]CC)=[O:13].O.[OH-].[Li+]. (2) Given the product [CH:20]([C:4]1[CH:3]=[C:2]([B:23]2[O:27][C:26]([CH3:29])([CH3:28])[C:25]([CH3:31])([CH3:30])[O:24]2)[CH:19]=[CH:18][C:5]=1[O:6][CH2:7][C:8]([O:10][CH2:11][C:12]1[CH:17]=[CH:16][CH:15]=[CH:14][CH:13]=1)=[O:9])([CH3:22])[CH3:21], predict the reactants needed to synthesize it. The reactants are: Br[C:2]1[CH:19]=[CH:18][C:5]([O:6][CH2:7][C:8]([O:10][CH2:11][C:12]2[CH:17]=[CH:16][CH:15]=[CH:14][CH:13]=2)=[O:9])=[C:4]([CH:20]([CH3:22])[CH3:21])[CH:3]=1.[B:23]1([B:23]2[O:27][C:26]([CH3:29])([CH3:28])[C:25]([CH3:31])([CH3:30])[O:24]2)[O:27][C:26]([CH3:29])([CH3:28])[C:25]([CH3:31])([CH3:30])[O:24]1.C([O-])(=O)C.[K+]. (3) Given the product [CH:35]1([N:34]([CH2:32][CH3:33])[C:11](=[O:12])[CH2:10][C:9]2[C:8]3[CH:14]=[C:15]([O:18][CH3:19])[CH:16]=[CH:17][C:7]=3[O:6][C:5]=2[C:3](=[O:4])[C:2]([CH3:1])([CH3:20])[CH3:21])[CH2:40][CH2:39][CH2:38][CH2:37][CH2:36]1, predict the reactants needed to synthesize it. The reactants are: [CH3:1][C:2]([CH3:21])([CH3:20])[C:3]([C:5]1[O:6][C:7]2[CH:17]=[CH:16][C:15]([O:18][CH3:19])=[CH:14][C:8]=2[C:9]=1[CH2:10][C:11](O)=[O:12])=[O:4].C1C=CC2N(O)N=NC=2C=1.[CH2:32]([NH:34][CH:35]1[CH2:40][CH2:39][CH2:38][CH2:37][CH2:36]1)[CH3:33].CCN(C(C)C)C(C)C. (4) Given the product [C:52]([NH:54][C@H:55]([C:60]([NH:18][C@H:19]([C:24]([NH:26][C@@H:27]([CH2:35][OH:36])[CH2:28][C:29]1[CH:30]=[CH:31][CH:32]=[CH:33][CH:34]=1)=[O:25])[C@H:20]([CH2:22][CH3:23])[CH3:21])=[O:61])[CH2:56][CH:57]([CH3:59])[CH3:58])([O:51][CH2:50][CH:48]1[C:47]2[C:42](=[CH:43][CH:44]=[CH:45][CH:46]=2)[C:41]2[C:49]1=[CH:37][CH:38]=[CH:39][CH:40]=2)=[O:53], predict the reactants needed to synthesize it. The reactants are: C([NH:18][C@H:19]([C:24]([NH:26][C@@H:27]([CH2:35][OH:36])[CH2:28][C:29]1[CH:34]=[CH:33][CH:32]=[CH:31][CH:30]=1)=[O:25])[C@H:20]([CH2:22][CH3:23])[CH3:21])(OCC1C2C(=CC=CC=2)C2C1=CC=CC=2)=O.[CH:37]1[C:49]2[CH:48]([CH2:50][O:51][C:52]([NH:54][C@H:55]([C:60](O)=[O:61])[CH2:56][CH:57]([CH3:59])[CH3:58])=[O:53])[C:47]3[C:42](=[CH:43][CH:44]=[CH:45][CH:46]=3)[C:41]=2[CH:40]=[CH:39][CH:38]=1.C1CCC(N=C=NC2CCCCC2)CC1.C1C=CC2N(O)N=NC=2C=1. (5) Given the product [CH3:15][O:12][CH2:11][CH2:10][CH2:9][CH2:8][O:1][C:2]1[CH:7]=[CH:6][CH:5]=[CH:4][CH:3]=1, predict the reactants needed to synthesize it. The reactants are: [O:1]([CH2:8][CH2:9][CH2:10][CH2:11][OH:12])[C:2]1[CH:7]=[CH:6][CH:5]=[CH:4][CH:3]=1.[H-].[Na+].[CH3:15]I.O.